Dataset: Forward reaction prediction with 1.9M reactions from USPTO patents (1976-2016). Task: Predict the product of the given reaction. (1) Given the reactants [Br:1][C:2]1[C:7](F)=[C:6](F)[C:5]([Cl:10])=[C:4](F)[C:3]=1F.[CH3:13][O:14][CH2:15][CH2:16][OH:17], predict the reaction product. The product is: [Br:1][C:2]1[C:7]([O:17][CH2:16][CH2:15][O:14][CH3:13])=[C:6]([O:17][CH2:16][CH2:15][O:14][CH3:13])[C:5]([Cl:10])=[C:4]([O:17][CH2:16][CH2:15][O:14][CH3:13])[C:3]=1[O:17][CH2:16][CH2:15][O:14][CH3:13]. (2) Given the reactants Cl[C:2]([O:4][C:5]1[CH:10]=[CH:9][C:8]([N+:11]([O-:13])=[O:12])=[CH:7][CH:6]=1)=[O:3].[CH:14]1([C@H:17]([NH2:39])[C:18]([N:20]2[CH2:24][C:23]([C:25]3[CH:30]=[C:29]([F:31])[CH:28]=[CH:27][C:26]=3[F:32])=[CH:22][C@H:21]2[C:33]2[CH:38]=[CH:37][CH:36]=[CH:35][CH:34]=2)=[O:19])[CH2:16][CH2:15]1.C(N(CC)CC)C, predict the reaction product. The product is: [CH:14]1([C@H:17]([NH:39][C:2](=[O:3])[O:4][C:5]2[CH:10]=[CH:9][C:8]([N+:11]([O-:13])=[O:12])=[CH:7][CH:6]=2)[C:18]([N:20]2[CH2:24][C:23]([C:25]3[CH:30]=[C:29]([F:31])[CH:28]=[CH:27][C:26]=3[F:32])=[CH:22][C@H:21]2[C:33]2[CH:34]=[CH:35][CH:36]=[CH:37][CH:38]=2)=[O:19])[CH2:16][CH2:15]1. (3) Given the reactants [F:1][C:2]1([F:19])[O:6][C:5]2[CH:7]=[CH:8][C:9]([C:11]3[N:16]=[CH:15][N:14]=[C:13]([C:17]#[N:18])[CH:12]=3)=[CH:10][C:4]=2[O:3]1, predict the reaction product. The product is: [F:19][C:2]1([F:1])[O:6][C:5]2[CH:7]=[CH:8][C:9]([C:11]3[N:16]=[CH:15][N:14]=[C:13]([CH2:17][NH2:18])[CH:12]=3)=[CH:10][C:4]=2[O:3]1.